From a dataset of Reaction yield outcomes from USPTO patents with 853,638 reactions. Predict the reaction yield, written as a fraction of the theoretical maximum amount of product (1.0 means a 100% yield; for example, 0.34 means a 34% yield). The catalyst is C1(C)C=CC=CC=1.CCCCCC. The product is [C:12]([O:10][C:9](=[O:11])[CH2:8][C:4]1[CH:5]=[CH:6][CH:7]=[C:2]([OH:1])[CH:3]=1)([CH3:15])([CH3:14])[CH3:13]. The yield is 0.560. The reactants are [OH:1][C:2]1[CH:3]=[C:4]([CH2:8][C:9]([OH:11])=[O:10])[CH:5]=[CH:6][CH:7]=1.[C:12](OC(O[C:12]([CH3:15])([CH3:14])[CH3:13])N(C)C)([CH3:15])([CH3:14])[CH3:13].C(OCC)(=O)C.